Dataset: Peptide-MHC class II binding affinity with 134,281 pairs from IEDB. Task: Regression. Given a peptide amino acid sequence and an MHC pseudo amino acid sequence, predict their binding affinity value. This is MHC class II binding data. (1) The peptide sequence is IEYAKLYVLSPILAE. The MHC is H-2-IAb with pseudo-sequence H-2-IAb. The binding affinity (normalized) is 0.478. (2) The peptide sequence is NEMKINRQILDNA. The MHC is HLA-DPA10301-DPB10402 with pseudo-sequence HLA-DPA10301-DPB10402. The binding affinity (normalized) is 0.150. (3) The peptide sequence is KSVVVLNRKTFEREY. The MHC is DRB4_0103 with pseudo-sequence DRB4_0103. The binding affinity (normalized) is 0.465. (4) The peptide sequence is FNSLISIAQHLVSDR. The MHC is DRB1_0405 with pseudo-sequence DRB1_0405. The binding affinity (normalized) is 0.570. (5) The peptide sequence is GKWLDAKSTWYGKPT. The MHC is HLA-DPA10201-DPB11401 with pseudo-sequence HLA-DPA10201-DPB11401. The binding affinity (normalized) is 0.